This data is from Catalyst prediction with 721,799 reactions and 888 catalyst types from USPTO. The task is: Predict which catalyst facilitates the given reaction. (1) Reactant: [CH2:1]([O:3][CH2:4][O:5][C:6]1[CH:11]=[CH:10][C:9](I)=[CH:8][CH:7]=1)[CH3:2].[F:13][C:14]([F:22])([F:21])[C:15]([F:20])([F:19])C([O-])=O.[Na+].CN(C=O)C. Product: [CH2:1]([O:3][CH2:4][O:5][C:6]1[CH:11]=[CH:10][C:9]([C:15]([F:20])([F:19])[C:14]([F:22])([F:21])[F:13])=[CH:8][CH:7]=1)[CH3:2]. The catalyst class is: 509. (2) Reactant: [F:1][C:2]([F:25])([F:24])[C:3]1([C:6]2[CH:7]=[C:8]([CH:21]=[CH:22][CH:23]=2)[CH2:9][N:10]2C(=O)C3C(=CC=CC=3)C2=O)[NH:5][NH:4]1.O.NN.FC(F)(F)C1(C2C=C(CN)C=CC=2)N=N1. Product: [F:25][C:2]([F:1])([F:24])[C:3]1([C:6]2[CH:7]=[C:8]([CH2:9][NH2:10])[CH:21]=[CH:22][CH:23]=2)[NH:4][NH:5]1. The catalyst class is: 8.